This data is from Catalyst prediction with 721,799 reactions and 888 catalyst types from USPTO. The task is: Predict which catalyst facilitates the given reaction. (1) Reactant: [CH3:1][O:2][C:3]1[C:4]([CH3:31])=[C:5]([C:22]([O:29][CH3:30])=[C:23]([O:27][CH3:28])[C:24]=1[O:25][CH3:26])[CH2:6][C:7]1[CH:8]=[CH:9][C:10]([C:16]2[CH:21]=[CH:20][N:19]=[CH:18][CH:17]=2)=[C:11]([CH:15]=1)[C:12]([OH:14])=O.[NH:32]1[CH2:37][CH2:36][CH2:35][CH2:34][CH2:33]1.CCN=C=NCCCN(C)C.Cl. Product: [CH3:1][O:2][C:3]1[C:4]([CH3:31])=[C:5]([C:22]([O:29][CH3:30])=[C:23]([O:27][CH3:28])[C:24]=1[O:25][CH3:26])[CH2:6][C:7]1[CH:8]=[CH:9][C:10]([C:16]2[CH:17]=[CH:18][N:19]=[CH:20][CH:21]=2)=[C:11]([CH:15]=1)[C:12]([N:32]1[CH2:37][CH2:36][CH2:35][CH2:34][CH2:33]1)=[O:14]. The catalyst class is: 172. (2) Reactant: [Cl:1][C:2]1[CH:3]=[C:4]([C:9]([NH:11][C:12]2[CH:16]=[C:15]([CH3:17])[N:14]([CH2:18][C:19]3[CH:24]=[C:23]([Cl:25])[CH:22]=[CH:21][C:20]=3[O:26][CH2:27][CH:28]([CH3:30])[CH3:29])[N:13]=2)=[O:10])[CH:5]=[N:6][C:7]=1Cl.[NH:31]1[CH2:35][CH2:34][CH2:33][CH2:32]1. Product: [Cl:1][C:2]1[CH:3]=[C:4]([C:9]([NH:11][C:12]2[CH:16]=[C:15]([CH3:17])[N:14]([CH2:18][C:19]3[CH:24]=[C:23]([Cl:25])[CH:22]=[CH:21][C:20]=3[O:26][CH2:27][CH:28]([CH3:30])[CH3:29])[N:13]=2)=[O:10])[CH:5]=[N:6][C:7]=1[N:31]1[CH2:35][CH2:34][CH2:33][CH2:32]1. The catalyst class is: 435. (3) Reactant: [F:1][C:2]1[CH:7]=[CH:6][CH:5]=[CH:4][C:3]=1[S:8][C:9]1[C:17]2[C:12](=[CH:13][CH:14]=[CH:15]C=2)[NH:11][N:10]=1.Cl[C:19]1[N:24]=[C:23]([NH2:25])[C:22]([N+:26]([O-:28])=[O:27])=[C:21]([NH2:29])[N:20]=1.C1(P(C2CCCCC2)C2C=CC=CC=2C2C(C(C)C)=CC(C(C)C)=CC=2C(C)C)CCCCC1.C(=O)([O-])[O-].[Cs+].[Cs+].C[N:71](C=O)C. Product: [F:1][C:2]1[CH:7]=[CH:6][CH:5]=[CH:4][C:3]=1[S:8][C:9]1[C:17]2=[N:71][CH:15]=[CH:14][CH:13]=[C:12]2[N:11]([C:19]2[N:24]=[C:23]([NH2:25])[C:22]([N+:26]([O-:28])=[O:27])=[C:21]([NH2:29])[N:20]=2)[N:10]=1. The catalyst class is: 101. (4) Reactant: N1C=CN=C1.C(N(CC)CC)C.[CH:13]([OH:15])=O.C(Cl)(=O)C(Cl)=O.[NH2:22][C:23]1[CH:28]=[CH:27][C:26]([C:29]2[N:34]=[C:33]([NH:35][C:36]3[CH:41]=[C:40]([O:42][CH3:43])[C:39]([O:44][CH3:45])=[C:38]([O:46][CH3:47])[CH:37]=3)[C:32]3=[C:48]([CH3:52])[N:49]=[C:50]([CH3:51])[N:31]3[N:30]=2)=[CH:25][CH:24]=1. Product: [CH3:52][C:48]1[N:49]=[C:50]([CH3:51])[N:31]2[C:32]=1[C:33]([NH:35][C:36]1[CH:37]=[C:38]([O:46][CH3:47])[C:39]([O:44][CH3:45])=[C:40]([O:42][CH3:43])[CH:41]=1)=[N:34][C:29]([C:26]1[CH:25]=[CH:24][C:23]([NH:22][CH:13]=[O:15])=[CH:28][CH:27]=1)=[N:30]2. The catalyst class is: 4. (5) Reactant: BrBr.[CH3:3][NH:4][C:5](=[S:16])[NH:6][C:7]1[CH:8]=[C:9]([CH:13]=[CH:14][CH:15]=1)[C:10]([OH:12])=[O:11]. Product: [CH3:3][NH:4][C:5]1[S:16][C:8]2[C:9]([C:10]([OH:12])=[O:11])=[CH:13][CH:14]=[CH:15][C:7]=2[N:6]=1. The catalyst class is: 15. (6) Reactant: [NH3:1].[CH2:2]([O:4][C:5]([C:7]1[C:8]2[S:16][CH:15]=[C:14]([CH2:17][O:18][C:19]3[CH:24]=[CH:23][CH:22]=[C:21]([O:25][CH2:26][C:27]4[CH:32]=[CH:31][CH:30]=[C:29]([C:33]#[N:34])[CH:28]=4)[CH:20]=3)[C:9]=2[C:10](Cl)=[N:11][CH:12]=1)=[O:6])[CH3:3]. Product: [CH2:2]([O:4][C:5]([C:7]1[C:8]2[S:16][CH:15]=[C:14]([CH2:17][O:18][C:19]3[CH:24]=[CH:23][CH:22]=[C:21]([O:25][CH2:26][C:27]4[CH:32]=[CH:31][CH:30]=[C:29]([C:33]#[N:34])[CH:28]=4)[CH:20]=3)[C:9]=2[C:10]([NH2:1])=[N:11][CH:12]=1)=[O:6])[CH3:3]. The catalyst class is: 12.